From a dataset of Forward reaction prediction with 1.9M reactions from USPTO patents (1976-2016). Predict the product of the given reaction. (1) Given the reactants Br[C:2]1[CH:7]=[CH:6][C:5]([C:8]2[N:9]=[C:10]3[CH:15]=[C:14]([S:16]([CH3:19])(=[O:18])=[O:17])[CH:13]=[CH:12][N:11]3[CH:20]=2)=[CH:4][CH:3]=1.[F:21][C:22]1[CH:27]=[CH:26][C:25](B(O)O)=[CH:24][CH:23]=1, predict the reaction product. The product is: [F:21][C:22]1[CH:27]=[CH:26][C:25]([C:2]2[CH:7]=[CH:6][C:5]([C:8]3[N:9]=[C:10]4[CH:15]=[C:14]([S:16]([CH3:19])(=[O:18])=[O:17])[CH:13]=[CH:12][N:11]4[CH:20]=3)=[CH:4][CH:3]=2)=[CH:24][CH:23]=1. (2) Given the reactants [CH3:1][C:2]([C:4]1[CH:9]=[CH:8][C:7]([Br:10])=[CH:6][CH:5]=1)=[O:3].[C:11](OCC)(=[O:17])[C:12]([O:14][CH2:15][CH3:16])=[O:13].[O-]CC.[Na+], predict the reaction product. The product is: [Br:10][C:7]1[CH:8]=[CH:9][C:4]([C:2](=[O:3])[CH2:1][C:11](=[O:17])[C:12]([O:14][CH2:15][CH3:16])=[O:13])=[CH:5][CH:6]=1. (3) Given the reactants [Cl:1][C:2]1[CH:3]=[C:4]([CH:7]=[C:8]([Cl:10])[CH:9]=1)[CH2:5]Cl.[C-:11]#[N:12].[Na+], predict the reaction product. The product is: [Cl:1][C:2]1[CH:3]=[C:4]([CH2:5][C:11]#[N:12])[CH:7]=[C:8]([Cl:10])[CH:9]=1. (4) Given the reactants [CH3:1][O:2][CH2:3][O:4][C:5]1([C:9]2[S:10][CH:11]=[CH:12][N:13]=2)[CH2:8][CH2:7][CH2:6]1.C([N-]C(C)C)(C)C.[Li+].[CH2:22]([Sn:26](Cl)([CH2:31][CH2:32][CH2:33][CH3:34])[CH2:27][CH2:28][CH2:29][CH3:30])[CH2:23][CH2:24][CH3:25], predict the reaction product. The product is: [CH3:1][O:2][CH2:3][O:4][C:5]1([C:9]2[S:10][C:11]([Sn:26]([CH2:27][CH2:28][CH2:29][CH3:30])([CH2:31][CH2:32][CH2:33][CH3:34])[CH2:22][CH2:23][CH2:24][CH3:25])=[CH:12][N:13]=2)[CH2:6][CH2:7][CH2:8]1. (5) Given the reactants [NH2:1][C:2]1[N:7]=[C:6]([N:8]2[CH:17]([CH3:18])[CH2:16][C:15]3[C:10](=[CH:11][C:12]([C:19]4[CH:24]=[CH:23][N:22]=[C:21]([C:25](O)=[O:26])[CH:20]=4)=[CH:13][CH:14]=3)[CH2:9]2)[CH:5]=[C:4]([N:28]2[CH2:33][CH2:32][N:31]([CH3:34])[CH2:30][CH2:29]2)[N:3]=1.[NH:35]1[CH2:39][CH2:38][CH2:37][CH2:36]1, predict the reaction product. The product is: [CH3:34][N:31]1[CH2:30][CH2:29][N:28]([C:4]2[CH:5]=[C:6]([N:8]3[CH:17]([CH3:18])[CH2:16][C:15]4[C:10](=[CH:11][C:12]([C:19]5[CH:24]=[CH:23][N:22]=[C:21]([C:25]([N:35]6[CH2:39][CH2:38][CH2:37][CH2:36]6)=[O:26])[CH:20]=5)=[CH:13][CH:14]=4)[CH2:9]3)[N:7]=[C:2]([NH2:1])[N:3]=2)[CH2:33][CH2:32]1. (6) Given the reactants [C:1]([C:20]1[CH:25]=[CH:24][C:23]([OH:26])=[CH:22][CH:21]=1)([C:14]1[CH:19]=[CH:18][CH:17]=[CH:16][CH:15]=1)([C:8]1[CH:13]=[CH:12][CH:11]=[CH:10][CH:9]=1)[C:2]1[CH:7]=[CH:6][CH:5]=[CH:4][CH:3]=1.[OH-].[K+].Cl[CH2:30][CH2:31][CH2:32][CH2:33][CH2:34][CH2:35][OH:36], predict the reaction product. The product is: [C:1]([C:20]1[CH:21]=[CH:22][C:23]([O:26][CH2:30][CH2:31][CH2:32][CH2:33][CH2:34][CH2:35][OH:36])=[CH:24][CH:25]=1)([C:8]1[CH:13]=[CH:12][CH:11]=[CH:10][CH:9]=1)([C:14]1[CH:19]=[CH:18][CH:17]=[CH:16][CH:15]=1)[C:2]1[CH:3]=[CH:4][CH:5]=[CH:6][CH:7]=1. (7) Given the reactants Br[C:2]1[CH:11]=[CH:10][C:9]2[N:8]=[CH:7][C:6]3[N:12]([CH3:23])[C:13](=[O:22])[N:14]([C:15]4[C:16]([CH3:21])=[N:17][N:18]([CH3:20])[CH:19]=4)[C:5]=3[C:4]=2[CH:3]=1.[CH3:24][N:25]1[C:29]2=[N:30][CH:31]=[C:32](B3OC(C)(C)C(C)(C)O3)[CH:33]=[C:28]2[N:27]=[CH:26]1, predict the reaction product. The product is: [CH3:20][N:18]1[CH:19]=[C:15]([N:14]2[C:5]3[C:4]4[CH:3]=[C:2]([C:32]5[CH:33]=[C:28]6[N:27]=[CH:26][N:25]([CH3:24])[C:29]6=[N:30][CH:31]=5)[CH:11]=[CH:10][C:9]=4[N:8]=[CH:7][C:6]=3[N:12]([CH3:23])[C:13]2=[O:22])[C:16]([CH3:21])=[N:17]1.